From a dataset of Catalyst prediction with 721,799 reactions and 888 catalyst types from USPTO. Predict which catalyst facilitates the given reaction. (1) Reactant: [CH3:1][O:2][C:3]([C:5]1[S:6][C:7]([CH:12]=[O:13])=[CH:8][C:9]=1[CH2:10][CH3:11])=[O:4].CC(=CC)C.[Cl-].[Na+].[O:21]1CCOCC1. Product: [CH3:1][O:2][C:3]([C:5]1[S:6][C:7]([C:12]([OH:21])=[O:13])=[CH:8][C:9]=1[CH2:10][CH3:11])=[O:4]. The catalyst class is: 6. (2) Product: [NH:9]1[C:1]([C:3]2[CH:4]=[N:5][CH:6]=[CH:7][CH:8]=2)=[N:2][N:11]=[N:10]1. Reactant: [C:1]([C:3]1[CH:4]=[N:5][CH:6]=[CH:7][CH:8]=1)#[N:2].[N-:9]=[N+:10]=[N-:11].[Na+].[Cl-].[NH4+].[Cl-].[Li+]. The catalyst class is: 31. (3) Reactant: Br[C:2]1[CH:7]=[C:6]([NH:8][C:9](=[O:18])[C:10]2[C:15]([Cl:16])=[CH:14][CH:13]=[CH:12][C:11]=2[Cl:17])[CH:5]=[CH:4][N:3]=1.[NH2:19][C:20]1[S:21][CH:22]=[CH:23][N:24]=1.C([O-])([O-])=O.[Cs+].[Cs+].C1(P(C2C=CC=CC=2)C2C3OC4C(=CC=CC=4P(C4C=CC=CC=4)C4C=CC=CC=4)C(C)(C)C=3C=CC=2)C=CC=CC=1. Product: [Cl:17][C:11]1[CH:12]=[CH:13][CH:14]=[C:15]([Cl:16])[C:10]=1[C:9]([NH:8][C:6]1[CH:5]=[CH:4][N:3]=[C:2]([NH:19][C:20]2[S:21][CH:22]=[CH:23][N:24]=2)[CH:7]=1)=[O:18]. The catalyst class is: 102. (4) Reactant: [H-].[Na+].C(OP([CH:11]([CH2:17][CH3:18])[C:12]([O:14][CH2:15][CH3:16])=[O:13])(OCC)=O)C.[N:19]1([C:26]2[CH:33]=[CH:32][C:31]([Br:34])=[CH:30][C:27]=2[CH:28]=O)[CH2:25][CH2:24][CH2:23][CH2:22][CH2:21][CH2:20]1.O. Product: [N:19]1([C:26]2[CH:33]=[CH:32][C:31]([Br:34])=[CH:30][C:27]=2/[CH:28]=[C:11](\[CH2:17][CH3:18])/[C:12]([O:14][CH2:15][CH3:16])=[O:13])[CH2:25][CH2:24][CH2:23][CH2:22][CH2:21][CH2:20]1. The catalyst class is: 11. (5) Reactant: [NH2:1][C:2]1[CH:3]=[CH:4][C:5]2[O:9][C:8](=[O:10])[NH:7][C:6]=2[CH:11]=1.[Cl:12][C:13]1[CH:18]=[CH:17][C:16]([C:19]2[O:23][C:22]([CH3:24])=[C:21]([C:25](Cl)=[O:26])[CH:20]=2)=[CH:15][CH:14]=1. Product: [O:10]=[C:8]1[NH:7][C:6]2[CH:11]=[C:2]([NH:1][C:25]([C:21]3[CH:20]=[C:19]([C:16]4[CH:17]=[CH:18][C:13]([Cl:12])=[CH:14][CH:15]=4)[O:23][C:22]=3[CH3:24])=[O:26])[CH:3]=[CH:4][C:5]=2[O:9]1. The catalyst class is: 338. (6) Reactant: [C:1]([C:5]1[CH:6]=[C:7]2[C:12](=[CH:13][CH:14]=1)[C:11](=[O:15])[N:10]([C:16]1[CH:26]=[CH:25][CH:24]=[C:23](B3OC(C)(C)C(C)(C)O3)[C:17]=1[CH2:18][O:19][C:20](=[O:22])[CH3:21])[N:9]=[CH:8]2)([CH3:4])([CH3:3])[CH3:2].[CH2:36]([O:38][C:39]([C:41]1[O:45][C:44](Br)=[N:43][C:42]=1[CH3:47])=[O:40])[CH3:37].C([O-])([O-])=O.[K+].[K+]. Product: [CH2:36]([O:38][C:39]([C:41]1[O:45][C:44]([C:23]2[CH:24]=[CH:25][CH:26]=[C:16]([N:10]3[N:9]=[CH:8][C:7]4[C:12](=[CH:13][CH:14]=[C:5]([C:1]([CH3:3])([CH3:2])[CH3:4])[CH:6]=4)[C:11]3=[O:15])[C:17]=2[CH2:18][O:19][C:20](=[O:22])[CH3:21])=[N:43][C:42]=1[CH3:47])=[O:40])[CH3:37]. The catalyst class is: 117.